Task: Binary Classification. Given a drug SMILES string, predict its activity (active/inactive) in a high-throughput screening assay against a specified biological target.. Dataset: HIV replication inhibition screening data with 41,000+ compounds from the AIDS Antiviral Screen (1) The molecule is CCC1C(c2ccccc2O)c2cc3c(cc2OC1N1CCOCC1)OCO3. The result is 0 (inactive). (2) The molecule is O=C1N=C2NN=C(c3ccc(Br)cc3)CN2NC12c1ccccc1-c1ccccc12. The result is 0 (inactive). (3) The result is 0 (inactive). The molecule is N#CC(=Cc1cc(F)cc(F)c1)c1ccccn1. (4) The molecule is Cc1ccccc1-n1c(=O)nc2n(-c3ccc(C(C)(C)C)cc3)c3ccccc3cc-2c1=O. The result is 0 (inactive). (5) The drug is COc1cc2c(cc1OCc1ccccc1)C=CN(C(=O)c1ccccc1)C2C#N. The result is 0 (inactive).